Dataset: Full USPTO retrosynthesis dataset with 1.9M reactions from patents (1976-2016). Task: Predict the reactants needed to synthesize the given product. (1) The reactants are: N(C([O-])=O)=NC([O-])=O.[C:9]1(P(C2C=CC=CC=2)C2C=CC=CC=2)[CH:14]=CC=C[CH:10]=1.[CH2:28]([S:35][C:36]1[NH:41][C:40](=[O:42])[CH:39]=[C:38]([CH3:43])[N:37]=1)[C:29]1[CH:34]=[CH:33][CH:32]=[CH:31][CH:30]=1.C(O)(C)C. Given the product [CH2:28]([S:35][C:36]1[N:41]=[C:40]([O:42][CH:9]([CH3:14])[CH3:10])[CH:39]=[C:38]([CH3:43])[N:37]=1)[C:29]1[CH:34]=[CH:33][CH:32]=[CH:31][CH:30]=1, predict the reactants needed to synthesize it. (2) Given the product [NH2:65][C:61]1([C:58]2[CH:59]=[CH:60][C:55]([C:47]3[O:46][C:44]4[N:45]=[C:40]([NH:39][CH2:38][C@H:37]([OH:36])[CH3:75])[N:41]([CH3:74])[C:42](=[O:73])[C:43]=4[C:48]=3[C:49]3[CH:50]=[CH:51][CH:52]=[CH:53][CH:54]=3)=[CH:56][CH:57]=2)[CH2:62][CH2:63][CH2:64]1, predict the reactants needed to synthesize it. The reactants are: Cl.NC1(C2C=CC(C3OC4N=C(NCC(NC)=O)N(C)C(=O)C=4C=3C3C=CC=CC=3)=CC=2)CCC1.[OH:36][C@H:37]([CH3:75])[CH2:38][NH:39][C:40]1[N:41]([CH3:74])[C:42](=[O:73])[C:43]2[C:48]([C:49]3[CH:54]=[CH:53][CH:52]=[CH:51][CH:50]=3)=[C:47]([C:55]3[CH:60]=[CH:59][C:58]([C:61]4([NH:65]C(=O)OC(C)(C)C)[CH2:64][CH2:63][CH2:62]4)=[CH:57][CH:56]=3)[O:46][C:44]=2[N:45]=1. (3) Given the product [Br:14][C:15]1[CH:16]=[CH:17][C:18]([NH:21][NH:22][C:9](=[O:11])[CH:8]([C:5]2[N:6]=[N:7][C:2]([Cl:1])=[CH:3][CH:4]=2)[CH3:12])=[N:19][CH:20]=1, predict the reactants needed to synthesize it. The reactants are: [Cl:1][C:2]1[N:7]=[N:6][C:5]([CH:8]([CH3:12])[C:9]([O-:11])=O)=[CH:4][CH:3]=1.[Li+].[Br:14][C:15]1[CH:16]=[CH:17][C:18]([NH:21][NH2:22])=[N:19][CH:20]=1.N1(O)C2C=CC=CC=2N=N1.Cl.C(N=C=NCCCN(C)C)C. (4) The reactants are: C([O-])(C)(C)C.[K+].[C:7]([O:15][CH2:16][CH3:17])(=[O:14])[CH2:8][C:9]([O:11][CH2:12][CH3:13])=[O:10].Br[C:19]1[C:20](=[O:37])[N:21]([C:25]2[CH:30]=[CH:29][C:28]([N+:31]([O-:33])=[O:32])=[CH:27][C:26]=2[CH2:34][O:35][CH3:36])[CH:22]=[CH:23][CH:24]=1. Given the product [CH2:16]([O:15][C:7](=[O:14])[CH:8]([C:19]1[C:20](=[O:37])[N:21]([C:25]2[CH:30]=[CH:29][C:28]([N+:31]([O-:33])=[O:32])=[CH:27][C:26]=2[CH2:34][O:35][CH3:36])[CH:22]=[CH:23][CH:24]=1)[C:9]([O:11][CH2:12][CH3:13])=[O:10])[CH3:17], predict the reactants needed to synthesize it. (5) Given the product [CH3:15][C:13]([O:16][C:17]([N:19]1[CH2:24][CH2:23][CH:22]([OH:25])[CH:21]([NH:26][C:9](=[O:10])[CH2:8][O:1][C:2]2[CH:7]=[CH:6][CH:5]=[CH:4][CH:3]=2)[CH2:20]1)=[O:18])([CH3:12])[CH3:14], predict the reactants needed to synthesize it. The reactants are: [O:1]([CH2:8][C:9](Cl)=[O:10])[C:2]1[CH:7]=[CH:6][CH:5]=[CH:4][CH:3]=1.[CH3:12][C:13]([O:16][C:17]([N:19]1[CH2:24][CH2:23][CH:22]([OH:25])[CH:21]([NH2:26])[CH2:20]1)=[O:18])([CH3:15])[CH3:14].C([O-])(O)=O.[Na+]. (6) Given the product [Cl:1][C:2]1[CH:3]=[CH:4][C:5]([CH2:6][NH:7][CH:8]2[C:15]3[CH:14]=[C:13]([C:16]([OH:18])=[O:17])[NH:12][C:11]=3[CH2:10][CH2:9]2)=[CH:20][CH:21]=1, predict the reactants needed to synthesize it. The reactants are: [Cl:1][C:2]1[CH:21]=[CH:20][C:5]([CH2:6][NH:7][CH:8]2[C:15]3[CH:14]=[C:13]([C:16]([O:18]C)=[O:17])[NH:12][C:11]=3[CH2:10][CH2:9]2)=[CH:4][CH:3]=1.[OH-].[Li+].CO.